Dataset: Forward reaction prediction with 1.9M reactions from USPTO patents (1976-2016). Task: Predict the product of the given reaction. The product is: [CH3:1][O:2][C:3]([C:5]1[C:10]([Br:11])=[C:9]([NH2:12])[CH:8]=[C:7]([Cl:24])[N:6]=1)=[O:4]. Given the reactants [CH3:1][O:2][C:3]([C:5]1[C:10]([Br:11])=[C:9]([NH:12]CC2C=CC(OC)=CC=2OC)[CH:8]=[C:7]([Cl:24])[N:6]=1)=[O:4], predict the reaction product.